Dataset: Reaction yield outcomes from USPTO patents with 853,638 reactions. Task: Predict the reaction yield, written as a fraction of the theoretical maximum amount of product (1.0 means a 100% yield; for example, 0.34 means a 34% yield). (1) The reactants are [Cl:1][C:2]1[C:3](I)=[N:4][N:5]([CH2:8][C:9]([N:11]2[CH2:16][CH2:15][CH2:14][C:13]3[N:17]([C:20]4[CH:25]=[CH:24][C:23]([F:26])=[CH:22][CH:21]=4)[N:18]=[CH:19][C:12]2=3)=[O:10])[C:6]=1[CH3:7].[CH3:28][N:29](C=O)C. The catalyst is O.CCOC(C)=O.[C-]#N.[C-]#N.[Zn+2].C1C=CC(P(C2C=CC=CC=2)[C-]2C=CC=C2)=CC=1.C1C=CC(P(C2C=CC=CC=2)[C-]2C=CC=C2)=CC=1.[Fe+2].C1C=CC(/C=C/C(/C=C/C2C=CC=CC=2)=O)=CC=1.C1C=CC(/C=C/C(/C=C/C2C=CC=CC=2)=O)=CC=1.C1C=CC(/C=C/C(/C=C/C2C=CC=CC=2)=O)=CC=1.[Pd].[Pd]. The product is [Cl:1][C:2]1[C:3]([C:28]#[N:29])=[N:4][N:5]([CH2:8][C:9]([N:11]2[CH2:16][CH2:15][CH2:14][C:13]3[N:17]([C:20]4[CH:25]=[CH:24][C:23]([F:26])=[CH:22][CH:21]=4)[N:18]=[CH:19][C:12]2=3)=[O:10])[C:6]=1[CH3:7]. The yield is 0.720. (2) The reactants are [C:1]([O:6][CH2:7][CH3:8])(=[O:5])[CH:2]([CH3:4])[CH3:3].C([NH-])(C)C.[Li+].[CH3:14][Sb:15](Br)[CH3:16]. The catalyst is C1COCC1. The product is [CH3:14][Sb:15]([CH3:16])[C:2]([CH3:4])([CH3:3])[C:1]([O:6][CH2:7][CH3:8])=[O:5]. The yield is 0.500. (3) The reactants are [CH2:1]([O:8][C:9]1[CH:10]=[CH:11][C:12]2[CH2:18][CH2:17][CH2:16][C:15](=[O:19])[NH:14][C:13]=2[CH:20]=1)[C:2]1[CH:7]=[CH:6][CH:5]=[CH:4][CH:3]=1.[Si]([I:25])(C)(C)C.II. The catalyst is C(Cl)Cl.C1COCC1.[O-]S([O-])(=S)=O.[Na+].[Na+]. The product is [CH2:1]([O:8][C:9]1[CH:10]=[CH:11][C:12]2[CH2:18][CH2:17][CH:16]([I:25])[C:15](=[O:19])[NH:14][C:13]=2[CH:20]=1)[C:2]1[CH:3]=[CH:4][CH:5]=[CH:6][CH:7]=1. The yield is 0.900. (4) The reactants are [CH3:1][C:2]([NH:4][C:5]1[CH:10]=[CH:9][C:8]([O:11][CH3:12])=[CH:7][CH:6]=1)=[O:3].C(=O)([O-])[O-].[K+].[K+].[OH-].[Na+].Cl[CH2:22][C:23]([CH3:25])=[CH2:24]. The catalyst is [Br-].C([N+](CCCC)(CCCC)CCCC)CCC.C1(C)C=CC=CC=1.C(OCC)(=O)C. The product is [CH3:12][O:11][C:8]1[CH:9]=[CH:10][C:5]([N:4]([CH2:24][C:23]([CH3:25])=[CH2:22])[C:2](=[O:3])[CH3:1])=[CH:6][CH:7]=1. The yield is 0.950. (5) The reactants are [NH2:1][C:2]1[CH:3]=[C:4]2[C:9](=[CH:10][CH:11]=1)[CH:8]=[N:7][CH:6]=[CH:5]2.[H-].[Na+].[C:14](Cl)(=[O:23])[CH2:15][CH2:16][C:17]1[CH:22]=[CH:21][CH:20]=[CH:19][CH:18]=1. The catalyst is CN(C=O)C.CCOC(C)=O. The product is [CH:8]1[C:9]2[C:4](=[CH:3][C:2]([NH:1][C:14](=[O:23])[CH2:15][CH2:16][C:17]3[CH:22]=[CH:21][CH:20]=[CH:19][CH:18]=3)=[CH:11][CH:10]=2)[CH:5]=[CH:6][N:7]=1. The yield is 0.100. (6) The reactants are Cl[C:2]1[CH:3]=[CH:4][C:5]2[N:6]([C:8]([CH2:11][O:12][C:13]3[C:22]4[C:17](=[CH:18][C:19]([O:23][CH3:24])=[CH:20][CH:21]=4)[N:16]=[CH:15][CH:14]=3)=[N:9][N:10]=2)[N:7]=1.[CH3:25][C:26]([OH:30])([C:28]#[CH:29])[CH3:27].C(N(CC)CC)C.C(#N)C. The catalyst is [Cu]I. The product is [CH3:24][O:23][C:19]1[CH:18]=[C:17]2[C:22]([C:13]([O:12][CH2:11][C:8]3[N:6]4[N:7]=[C:2]([C:29]#[C:28][C:26]([CH3:27])([OH:30])[CH3:25])[CH:3]=[CH:4][C:5]4=[N:10][N:9]=3)=[CH:14][CH:15]=[N:16]2)=[CH:21][CH:20]=1. The yield is 0.513.